This data is from Forward reaction prediction with 1.9M reactions from USPTO patents (1976-2016). The task is: Predict the product of the given reaction. Given the reactants [Si:1]([O:8][C:9]1[CH:14]=[C:13]([N+:15]([O-:17])=[O:16])[CH:12]=[CH:11][C:10]=1[NH:18][C:19]([NH:21][C:22]1[CH:27]=[CH:26][CH:25]=[CH:24][CH:23]=1)=[S:20])([C:4]([CH3:7])([CH3:6])[CH3:5])([CH3:3])[CH3:2].CCN(CC)CC, predict the reaction product. The product is: [OH:8][C:9]1[CH:14]=[C:13]([N+:15]([O-:17])=[O:16])[CH:12]=[CH:11][C:10]=1[NH:18][C:19]([NH:21][C:22]1[CH:23]=[CH:24][CH:25]=[CH:26][CH:27]=1)=[S:20].[Si:1]([O:8][C:9]1[CH:14]=[C:13]([N+:15]([O-:17])=[O:16])[CH:12]=[CH:11][C:10]=1[NH:18][C:19]([NH:21][C:22]1[CH:27]=[CH:26][CH:25]=[CH:24][CH:23]=1)=[S:20])([C:4]([CH3:7])([CH3:6])[CH3:5])([CH3:3])[CH3:2].